This data is from Reaction yield outcomes from USPTO patents with 853,638 reactions. The task is: Predict the reaction yield, written as a fraction of the theoretical maximum amount of product (1.0 means a 100% yield; for example, 0.34 means a 34% yield). (1) The reactants are [NH2:1][C:2]1[C:7]([F:8])=[C:6](Cl)[N:5]=[C:4]([C:10]([O:12][CH3:13])=[O:11])[C:3]=1[O:14][CH3:15].[Cl:16][C:17]1[CH:22]=[CH:21][C:20](B2OC(C)(C)C(C)(C)O2)=[C:19]([F:32])[C:18]=1[CH:33]([F:35])[CH3:34].[F-].[K+].CC#N. The catalyst is Cl[Pd](Cl)([P](C1C=CC=CC=1)(C1C=CC=CC=1)C1C=CC=CC=1)[P](C1C=CC=CC=1)(C1C=CC=CC=1)C1C=CC=CC=1.O. The product is [NH2:1][C:2]1[C:7]([F:8])=[C:6]([C:20]2[CH:21]=[CH:22][C:17]([Cl:16])=[C:18]([CH:33]([F:35])[CH3:34])[C:19]=2[F:32])[N:5]=[C:4]([C:10]([O:12][CH3:13])=[O:11])[C:3]=1[O:14][CH3:15]. The yield is 0.810. (2) The reactants are CCN(C(C)C)C(C)C.C1C=CC2N(O)N=NC=2C=1.CCN=C=NCCCN(C)C.[F:31][C:32]1[CH:33]=[CH:34][C:35]([C:41]([F:44])([F:43])[F:42])=[C:36]([CH:40]=1)[C:37]([OH:39])=O.[CH3:45][O:46][C:47]([CH:49]1[CH2:54][NH:53][CH2:52][CH2:51][N:50]1[C:55]([O:57][C:58]([CH3:61])([CH3:60])[CH3:59])=[O:56])=[O:48]. The catalyst is CN(C=O)C.O. The product is [CH3:45][O:46][C:47]([CH:49]1[CH2:54][N:53]([C:37](=[O:39])[C:36]2[CH:40]=[C:32]([F:31])[CH:33]=[CH:34][C:35]=2[C:41]([F:44])([F:43])[F:42])[CH2:52][CH2:51][N:50]1[C:55]([O:57][C:58]([CH3:61])([CH3:60])[CH3:59])=[O:56])=[O:48]. The yield is 0.859. (3) The reactants are [CH3:1][O:2][C:3]1[CH:8]=[CH:7][C:6]([C:9]2[C:13]3[CH:14]=[C:15]([C:18]4[O:22][C:21]([SH:23])=[N:20][N:19]=4)[CH:16]=[CH:17][C:12]=3[O:11][CH:10]=2)=[CH:5][CH:4]=1.[CH3:24][O:25][C:26]1[CH:27]=[C:28]([CH:31]=[CH:32][CH:33]=1)[CH2:29]Cl. No catalyst specified. The product is [CH3:24][O:25][C:26]1[CH:27]=[C:28]([CH:31]=[CH:32][CH:33]=1)[CH2:29][S:23][C:21]1[O:22][C:18]([C:15]2[CH:16]=[CH:17][C:12]3[O:11][CH:10]=[C:9]([C:6]4[CH:5]=[CH:4][C:3]([O:2][CH3:1])=[CH:8][CH:7]=4)[C:13]=3[CH:14]=2)=[N:19][N:20]=1. The yield is 0.870. (4) The reactants are [CH2:1]([O:3][C:4]1[CH:5]=[C:6]([CH:12]([NH2:18])[CH2:13][S:14]([CH3:17])(=[O:16])=[O:15])[CH:7]=[CH:8][C:9]=1[O:10][CH3:11])[CH3:2].[C:19]([NH:22][C@H:23]([C:28]([OH:30])=[O:29])[CH2:24][CH:25]([CH3:27])[CH3:26])(=[O:21])[CH3:20]. The catalyst is CO. The product is [C:19]([NH:22][C@H:23]([C:28]([OH:30])=[O:29])[CH2:24][CH:25]([CH3:26])[CH3:27])(=[O:21])[CH3:20].[CH2:1]([O:3][C:4]1[CH:5]=[C:6]([C@H:12]([NH2:18])[CH2:13][S:14]([CH3:17])(=[O:16])=[O:15])[CH:7]=[CH:8][C:9]=1[O:10][CH3:11])[CH3:2]. The yield is 0.900. (5) The reactants are [C:1]([O:5][C:6]([NH:8][C@H:9]([C:18]([O:20][CH3:21])=[O:19])[CH2:10][C:11]1[CH:16]=[CH:15][C:14]([OH:17])=[CH:13][CH:12]=1)=[O:7])([CH3:4])([CH3:3])[CH3:2].C1(P(C2C=CC=CC=2)C2C=CC=CC=2)C=CC=CC=1.O[CH:42]1[CH2:47][CH2:46][N:45]([C:48]2[CH:53]=[CH:52][CH:51]=[CH:50][CH:49]=2)[CH2:44][CH2:43]1. The catalyst is C(Cl)Cl. The product is [C:1]([O:5][C:6]([NH:8][C@H:9]([C:18]([O:20][CH3:21])=[O:19])[CH2:10][C:11]1[CH:12]=[CH:13][C:14]([O:17][CH:42]2[CH2:47][CH2:46][N:45]([C:48]3[CH:53]=[CH:52][CH:51]=[CH:50][CH:49]=3)[CH2:44][CH2:43]2)=[CH:15][CH:16]=1)=[O:7])([CH3:3])([CH3:4])[CH3:2]. The yield is 0.790. (6) The reactants are [C:1]1([CH2:7][C:8](Cl)=[O:9])[CH:6]=[CH:5][CH:4]=[CH:3][CH:2]=1.[S-:11][C:12]#[N:13].[K+].C(=O)([O-])O.[Na+].[NH2:20][C:21]1[CH:46]=[CH:45][C:24]([O:25][C:26]2[N:31]=[CH:30][N:29]=[C:28]([NH:32][C:33](=[O:44])[N:34]([CH2:36][CH2:37][CH2:38][N:39]([CH2:42]C)[CH2:40]C)[CH3:35])[CH:27]=2)=[C:23]([F:47])[CH:22]=1. The catalyst is C(#N)C.C1(C)C=CC=CC=1.C(O)C.C(OCC)(=O)C. The product is [CH3:40][N:39]([CH3:42])[CH2:38][CH2:37][CH2:36][N:34]([CH3:35])[C:33]([NH:32][C:28]1[CH:27]=[C:26]([O:25][C:24]2[CH:45]=[CH:46][C:21]([NH:20][C:12]([NH:13][C:8](=[O:9])[CH2:7][C:1]3[CH:6]=[CH:5][CH:4]=[CH:3][CH:2]=3)=[S:11])=[CH:22][C:23]=2[F:47])[N:31]=[CH:30][N:29]=1)=[O:44]. The yield is 0.125. (7) The reactants are [NH2:1][C:2]1[N:3]=[C:4]2[CH:9]=[CH:8][C:7]([O:10][C:11]3[CH:12]=[C:13]([NH:17][C:18](=[O:30])[C:19]4[CH:24]=[CH:23][CH:22]=[C:21]([C:25]5([C:28]#[N:29])[CH2:27][CH2:26]5)[CH:20]=4)[CH:14]=[CH:15][CH:16]=3)=[N:6][N:5]2[CH:31]=1.[CH3:32][C:33]1[CH:41]=[CH:40][C:36]([C:37](Cl)=[O:38])=[CH:35][N:34]=1.Cl.CN(C)CCCN=C=NCC.ON1C2C=CC=CC=2N=N1. The catalyst is CN(C)C=O. The product is [C:28]([C:25]1([C:21]2[CH:20]=[C:19]([CH:24]=[CH:23][CH:22]=2)[C:18]([NH:17][C:13]2[CH:12]=[C:11]([CH:16]=[CH:15][CH:14]=2)[O:10][C:7]2[CH:8]=[CH:9][C:4]3[N:5]([CH:31]=[C:2]([NH:1][C:37](=[O:38])[C:36]4[CH:40]=[CH:41][C:33]([CH3:32])=[N:34][CH:35]=4)[N:3]=3)[N:6]=2)=[O:30])[CH2:27][CH2:26]1)#[N:29]. The yield is 0.230.